This data is from Reaction yield outcomes from USPTO patents with 853,638 reactions. The task is: Predict the reaction yield, written as a fraction of the theoretical maximum amount of product (1.0 means a 100% yield; for example, 0.34 means a 34% yield). The reactants are [F:1][C:2]1[CH:7]=[CH:6][C:5]([C:8]2[N:9]=[C:10]([CH2:13][C:14]#[N:15])[S:11][CH:12]=2)=[CH:4][CH:3]=1.[Li+].[CH3:17][Si]([N-][Si](C)(C)C)(C)C.IC. The catalyst is C1COCC1.CCOC(C)=O. The product is [F:1][C:2]1[CH:3]=[CH:4][C:5]([C:8]2[N:9]=[C:10]([CH:13]([CH3:17])[C:14]#[N:15])[S:11][CH:12]=2)=[CH:6][CH:7]=1. The yield is 0.340.